This data is from Full USPTO retrosynthesis dataset with 1.9M reactions from patents (1976-2016). The task is: Predict the reactants needed to synthesize the given product. (1) The reactants are: [CH3:1][O:2][C:3]1[C:4]([CH3:31])=[C:5]([C:22]([O:29][CH3:30])=[C:23]([O:27][CH3:28])[C:24]=1[O:25][CH3:26])[CH2:6][C:7]1[CH:8]=[CH:9][C:10]([OH:21])=[C:11]([CH:20]=1)[C:12]([N:14]1[CH2:19][CH2:18][O:17][CH2:16][CH2:15]1)=[O:13].[N:32]1[CH:37]=[CH:36][CH:35]=[C:34](B(O)O)[CH:33]=1.C(N(CC)CC)C.N1C=CC=CC=1. Given the product [CH3:1][O:2][C:3]1[C:4]([CH3:31])=[C:5]([C:22]([O:29][CH3:30])=[C:23]([O:27][CH3:28])[C:24]=1[O:25][CH3:26])[CH2:6][C:7]1[CH:8]=[CH:9][C:10]([O:21][C:34]2[CH:33]=[N:32][CH:37]=[CH:36][CH:35]=2)=[C:11]([CH:20]=1)[C:12]([N:14]1[CH2:15][CH2:16][O:17][CH2:18][CH2:19]1)=[O:13], predict the reactants needed to synthesize it. (2) Given the product [N:3]1[C:8]2[NH:9][CH:10]=[CH:11][C:7]=2[C:6]([C:12]2[CH:13]=[N:14][N:15]([C:17]3([CH2:21][C:22]#[N:23])[CH2:20][N:19]([CH:39]4[CH2:40][CH2:41][N:36]([C:34](=[O:35])[C:33]5[CH:43]=[CH:44][N:45]=[C:46]([C:47]([F:50])([F:49])[F:48])[C:32]=5[F:31])[CH2:37][CH2:38]4)[CH2:18]3)[CH:16]=2)=[N:5][CH:4]=1, predict the reactants needed to synthesize it. The reactants are: Cl.Cl.[N:3]1[C:8]2[NH:9][CH:10]=[CH:11][C:7]=2[C:6]([C:12]2[CH:13]=[N:14][N:15]([C:17]3([CH2:21][C:22]#[N:23])[CH2:20][NH:19][CH2:18]3)[CH:16]=2)=[N:5][CH:4]=1.C(N(CC)CC)C.[F:31][C:32]1[C:46]([C:47]([F:50])([F:49])[F:48])=[N:45][CH:44]=[CH:43][C:33]=1[C:34]([N:36]1[CH2:41][CH2:40][C:39](=O)[CH2:38][CH2:37]1)=[O:35].C(O[BH-](OC(=O)C)OC(=O)C)(=O)C.[Na+]. (3) Given the product [Br:1][C:2]1[CH:3]=[C:4]2[C:8](=[CH:9][CH:10]=1)[C:7](=[O:11])[N:6]([C:12]([O:14][C:15]([CH3:18])([CH3:17])[CH3:16])=[O:13])[CH2:5]2, predict the reactants needed to synthesize it. The reactants are: [Br:1][C:2]1[CH:3]=[C:4]2[C:8](=[CH:9][CH:10]=1)[C:7](=[O:11])[NH:6][CH2:5]2.[C:12](O[C:12]([O:14][C:15]([CH3:18])([CH3:17])[CH3:16])=[O:13])([O:14][C:15]([CH3:18])([CH3:17])[CH3:16])=[O:13]. (4) Given the product [C:1]([O:5][C@@H:6]([C:11]1[C:40]([CH3:41])=[C:39]([CH2:42][CH3:43])[C:38]2=[N:44][C:35]3=[CH:36][N:37]2[C:12]=1[N:13]1[CH2:14][CH2:15][C:16]([CH3:51])([O:17][CH2:18][CH2:19][CH2:20][CH2:21][C@H:22]([CH3:48])[O:23][C:24]2[CH:25]=[C:26]([F:47])[C:27]([F:46])=[CH:28][C:29]=2[C:30]2[CH:45]=[C:34]3[CH:33]=[CH:32][CH:31]=2)[CH2:49][CH2:50]1)[C:7]([OH:9])=[O:8])([CH3:2])([CH3:3])[CH3:4], predict the reactants needed to synthesize it. The reactants are: [C:1]([O:5][C@@H:6]([C:11]1[C:40]([CH3:41])=[C:39]([CH2:42][CH3:43])[C:38]2=[N:44][C:35]3=[CH:36][N:37]2[C:12]=1[N:13]1[CH2:50][CH2:49][C:16]([CH3:51])([O:17][CH2:18][CH2:19][CH2:20][CH2:21][C@H:22]([CH3:48])[O:23][C:24]2[CH:25]=[C:26]([F:47])[C:27]([F:46])=[CH:28][C:29]=2[C:30]2[CH:45]=[C:34]3[CH:33]=[CH:32][CH:31]=2)[CH2:15][CH2:14]1)[C:7]([O:9]C)=[O:8])([CH3:4])([CH3:3])[CH3:2].C(O[C@@H](C1C(C)=CC2=NC3=C(Cl)N2C=1N1CCC(C)(OCCCC[C@H](C)OC2C=CC(C)=CC=2C2C=C3C=CC=2)CC1)C(O)=O)(C)(C)C.